This data is from Full USPTO retrosynthesis dataset with 1.9M reactions from patents (1976-2016). The task is: Predict the reactants needed to synthesize the given product. Given the product [CH3:1][N:2]([C:3]1[CH:4]=[CH:5][C:6]([N+:9]([O-:11])=[O:10])=[CH:7][CH:8]=1)[C:20]1[CH:25]=[CH:24][N:23]=[CH:22][CH:21]=1, predict the reactants needed to synthesize it. The reactants are: [CH3:1][NH:2][C:3]1[CH:8]=[CH:7][C:6]([N+:9]([O-:11])=[O:10])=[CH:5][CH:4]=1.C([O-])([O-])=O.[K+].[K+].Cl.Cl[C:20]1[CH:25]=[CH:24][N:23]=[CH:22][CH:21]=1.